This data is from Forward reaction prediction with 1.9M reactions from USPTO patents (1976-2016). The task is: Predict the product of the given reaction. (1) Given the reactants [CH:1]1([CH2:7][NH:8][C:9]([C@@H:11]2[CH2:15][C@@H:14]([OH:16])[CH2:13][NH:12]2)=[O:10])[CH2:6][CH2:5][CH2:4][CH2:3][CH2:2]1.Cl.C(=O)([O-])[O-].[K+].[K+].Br[C:25]1[CH:30]=[CH:29][C:28]([C:31]([F:34])([F:33])[F:32])=[CH:27][N:26]=1.C(N(CC)CC)C, predict the reaction product. The product is: [CH:1]1([CH2:7][NH:8][C:9]([C@@H:11]2[CH2:15][C@@H:14]([OH:16])[CH2:13][N:12]2[C:25]2[CH:30]=[CH:29][C:28]([C:31]([F:34])([F:33])[F:32])=[CH:27][N:26]=2)=[O:10])[CH2:2][CH2:3][CH2:4][CH2:5][CH2:6]1. (2) Given the reactants [NH:1]1[C:5]2[CH:6]=[CH:7][CH:8]=[CH:9][C:4]=2[N:3]=[C:2]1[S:10][C:11]1[O:15][C:14]([CH:16]=O)=[CH:13][CH:12]=1.[CH:18]([N:21]1[C:25](=[O:26])[CH2:24][S:23][C:22]1=[O:27])([CH3:20])[CH3:19].N1CCCCC1, predict the reaction product. The product is: [NH:3]1[C:4]2[CH:9]=[CH:8][CH:7]=[CH:6][C:5]=2[N:1]=[C:2]1[S:10][C:11]1[O:15][C:14](/[CH:16]=[C:24]2/[C:25](=[O:26])[N:21]([CH:18]([CH3:20])[CH3:19])[C:22](=[O:27])[S:23]/2)=[CH:13][CH:12]=1. (3) Given the reactants [C@H:1]1([NH:10][C:11]2[CH:20]=[CH:19][C:18]3[C:13](=[CH:14][CH:15]=[C:16]([NH2:21])[CH:17]=3)[N:12]=2)[C:9]2[C:4](=[CH:5][CH:6]=[CH:7][CH:8]=2)[CH2:3][CH2:2]1.C(N(CC)CC)C.[C:29](Cl)(=[O:33])[CH:30]([CH3:32])[CH3:31], predict the reaction product. The product is: [C@H:1]1([NH:10][C:11]2[CH:20]=[CH:19][C:18]3[C:13](=[CH:14][CH:15]=[C:16]([NH:21][C:29](=[O:33])[CH:30]([CH3:32])[CH3:31])[CH:17]=3)[N:12]=2)[C:9]2[C:4](=[CH:5][CH:6]=[CH:7][CH:8]=2)[CH2:3][CH2:2]1. (4) Given the reactants [O:1]1[CH2:6][CH2:5][CH2:4][CH2:3][CH:2]1[N:7]1[C:11]([Sn](CCCC)(CCCC)CCCC)=[CH:10][C:9]([C:25]([F:28])([F:27])[F:26])=[N:8]1.Br[C:30]1[S:31][CH:32]=[C:33]([C:35]([O:37][CH3:38])=[O:36])[N:34]=1, predict the reaction product. The product is: [O:1]1[CH2:6][CH2:5][CH2:4][CH2:3][CH:2]1[N:7]1[C:11]([C:30]2[S:31][CH:32]=[C:33]([C:35]([O:37][CH3:38])=[O:36])[N:34]=2)=[CH:10][C:9]([C:25]([F:26])([F:27])[F:28])=[N:8]1. (5) The product is: [CH3:31][S:32]([OH:35])(=[O:34])=[O:33].[CH:1](=[C:8]1[NH:13][C:12](=[O:14])[C:11](=[CH:15][C:16]2[CH:21]=[CH:20][C:19]([O:22][CH2:23][C:24]3[CH:29]=[CH:28][N:27]=[CH:26][CH:25]=3)=[CH:18][N:17]=2)[NH:10][C:9]1=[O:30])[C:2]1[CH:3]=[CH:4][CH:5]=[CH:6][CH:7]=1. Given the reactants [CH:1](=[C:8]1[NH:13][C:12](=[O:14])[C:11](=[CH:15][C:16]2[CH:21]=[CH:20][C:19]([O:22][CH2:23][C:24]3[CH:29]=[CH:28][N:27]=[CH:26][CH:25]=3)=[CH:18][N:17]=2)[NH:10][C:9]1=[O:30])[C:2]1[CH:7]=[CH:6][CH:5]=[CH:4][CH:3]=1.[CH3:31][S:32]([OH:35])(=[O:34])=[O:33], predict the reaction product. (6) The product is: [Cl:10][C:11]1[CH:23]=[C:22]([Cl:24])[C:21]([O:25][C:26]2[N:30]([CH3:31])[N:29]=[C:28]([CH3:32])[C:27]=2[C:33]2[CH:6]=[C:5]([Si:2]([CH3:4])([CH3:3])[CH3:1])[O:35][N:34]=2)=[CH:20][C:12]=1[O:13][C@@H:14]([CH3:19])[C:15]([O:17][CH3:18])=[O:16]. Given the reactants [CH3:1][Si:2]([C:5]#[CH:6])([CH3:4])[CH3:3].Cl[O-].[Na+].[Cl:10][C:11]1[CH:23]=[C:22]([Cl:24])[C:21]([O:25][C:26]2[N:30]([CH3:31])[N:29]=[C:28]([CH3:32])[C:27]=2/[CH:33]=[N:34]/[OH:35])=[CH:20][C:12]=1[O:13][C@@H:14]([CH3:19])[C:15]([O:17][CH3:18])=[O:16].[Cl-].[Na+], predict the reaction product. (7) Given the reactants [CH2:1]([N:8]([CH2:29][CH:30]1[CH2:35][CH2:34][CH:33]([C:36]([OH:38])=O)[CH2:32][CH2:31]1)[S:9]([NH:12][C:13](=[O:28])[C:14]1[CH:19]=[C:18]([C:20]([F:23])([F:22])[F:21])[CH:17]=[C:16]([C:24]([F:27])([F:26])[F:25])[CH:15]=1)(=[O:11])=[O:10])[C:2]1[CH:7]=[CH:6][CH:5]=[CH:4][CH:3]=1.ON1C2C=CC=CC=2N=N1.Cl.CN(C)CCCN=C=NCC.[CH2:61]([NH2:68])[C:62]1[CH:67]=[CH:66][CH:65]=[CH:64][CH:63]=1, predict the reaction product. The product is: [CH2:61]([NH:68][C:36]([CH:33]1[CH2:34][CH2:35][CH:30]([CH2:29][N:8]([CH2:1][C:2]2[CH:3]=[CH:4][CH:5]=[CH:6][CH:7]=2)[S:9]([NH:12][C:13](=[O:28])[C:14]2[CH:15]=[C:16]([C:24]([F:25])([F:26])[F:27])[CH:17]=[C:18]([C:20]([F:23])([F:21])[F:22])[CH:19]=2)(=[O:11])=[O:10])[CH2:31][CH2:32]1)=[O:38])[C:62]1[CH:67]=[CH:66][CH:65]=[CH:64][CH:63]=1. (8) Given the reactants [C:1]([CH2:9][C:10]([O:12]CC)=O)(=[O:8])[C:2]1[CH:7]=[CH:6][CH:5]=[CH:4][CH:3]=1.[CH3:15][O:16][C:17]1[CH:22]=[CH:21][C:20]([N:23]2[CH2:28][CH2:27][NH:26][CH2:25][CH2:24]2)=[CH:19][CH:18]=1.[BH4-].[Na+].[CH3:31][NH:32][CH3:33].[O:34]1[CH2:38]CCC1, predict the reaction product. The product is: [CH3:15][O:16][C:17]1[CH:18]=[CH:19][C:20]([N:23]2[CH2:28][CH2:27][N:26]([C:10](=[O:12])[CH2:9][CH:1]([O:8][C:38](=[O:34])[N:32]([CH3:33])[CH3:31])[C:2]3[CH:3]=[CH:4][CH:5]=[CH:6][CH:7]=3)[CH2:25][CH2:24]2)=[CH:21][CH:22]=1. (9) Given the reactants [Br:1][C:2]1[C:3]([F:12])=[CH:4][C:5]([OH:11])=[C:6]([CH:10]=1)[C:7]([OH:9])=[O:8].[N+:13]([O-])([OH:15])=[O:14], predict the reaction product. The product is: [Br:1][C:2]1[C:3]([F:12])=[C:4]([N+:13]([O-:15])=[O:14])[C:5]([OH:11])=[C:6]([CH:10]=1)[C:7]([OH:9])=[O:8]. (10) Given the reactants Cl[C:2]1[N:7]=[CH:6][C:5]([O:8][C:9]2[CH:14]=[CH:13][CH:12]=[CH:11][C:10]=2[CH2:15][OH:16])=[CH:4][CH:3]=1.O.[NH2:18][NH2:19], predict the reaction product. The product is: [NH:18]([C:2]1[N:7]=[CH:6][C:5]([O:8][C:9]2[CH:14]=[CH:13][CH:12]=[CH:11][C:10]=2[CH2:15][OH:16])=[CH:4][CH:3]=1)[NH2:19].